From a dataset of Full USPTO retrosynthesis dataset with 1.9M reactions from patents (1976-2016). Predict the reactants needed to synthesize the given product. Given the product [CH3:12][O:11][C:3]1[CH:4]=[C:5]([N+:8]([O-:10])=[O:9])[CH:6]=[CH:7][C:2]=1[P:22](=[O:29])([O:26][CH2:27][CH3:28])[O:23][CH2:24][CH3:25], predict the reactants needed to synthesize it. The reactants are: I[C:2]1[CH:7]=[CH:6][C:5]([N+:8]([O-:10])=[O:9])=[CH:4][C:3]=1[O:11][CH3:12].CCN(C(C)C)C(C)C.[PH:22](=[O:29])([O:26][CH2:27][CH3:28])[O:23][CH2:24][CH3:25].